Dataset: Reaction yield outcomes from USPTO patents with 853,638 reactions. Task: Predict the reaction yield, written as a fraction of the theoretical maximum amount of product (1.0 means a 100% yield; for example, 0.34 means a 34% yield). The reactants are [NH2:1][CH2:2][C:3]1[CH:16]=[CH:15][C:14]2[O:13][C:12]3[C:7]4=[C:8]([C:17](=[O:20])[NH:18][N:19]=[C:6]4[C:5]=2[CH:4]=1)[CH:9]=[CH:10][CH:11]=3.[CH3:21][N:22]([C:24]1[CH:29]=[CH:28][C:27]([N:30]=[N:31][C:32]2[CH:37]=[CH:36][C:35]([S:38](Cl)(=[O:40])=[O:39])=[CH:34][CH:33]=2)=[CH:26][CH:25]=1)[CH3:23]. The catalyst is CN(C=O)C. The product is [CH3:21][N:22]([CH3:23])[C:24]1[CH:25]=[CH:26][C:27]([N:30]=[N:31][C:32]2[CH:37]=[CH:36][C:35]([S:38]([NH:1][CH2:2][C:3]3[CH:16]=[CH:15][C:14]4[O:13][C:12]5[C:7]6=[C:8]([C:17](=[O:20])[NH:18][N:19]=[C:6]6[C:5]=4[CH:4]=3)[CH:9]=[CH:10][CH:11]=5)(=[O:40])=[O:39])=[CH:34][CH:33]=2)=[CH:28][CH:29]=1. The yield is 0.590.